Dataset: Full USPTO retrosynthesis dataset with 1.9M reactions from patents (1976-2016). Task: Predict the reactants needed to synthesize the given product. (1) The reactants are: [NH2:1][C:2]1[CH:3]=[CH:4][CH:5]=[C:6]2[C:11]=1[CH:10]=[C:9](S(O)(=O)=O)[CH:8]=[CH:7]2.[NH2:16][C:17]1[CH:18]=[CH:19][CH:20]=[C:21]2[C:26]=1[CH:25]=[C:24]([OH:27])[CH:23]=[CH:22]2.[H-].[Na+].CI. Given the product [NH2:16][C:17]1[CH:18]=[CH:19][CH:20]=[C:21]2[C:26]=1[CH:25]=[C:24]([OH:27])[CH:23]=[CH:22]2.[CH3:24][O:27][C:9]1[CH:10]=[C:11]2[C:6]([CH:5]=[CH:4][CH:3]=[C:2]2[NH2:1])=[CH:7][CH:8]=1, predict the reactants needed to synthesize it. (2) Given the product [Cl:43][C:40]1[CH:41]=[CH:42][C:37]([N:36]([C@H:29]2[C:30]3[C:35](=[CH:34][CH:33]=[CH:32][CH:31]=3)[N:26]([C:24](=[O:25])[C:21]3[CH:22]=[CH:23][C:18]([O:17][CH2:16][CH2:15][CH2:14][N:11]4[CH2:10][CH2:9][NH:8][CH2:13][CH2:12]4)=[CH:19][CH:20]=3)[C@@H:27]([CH3:47])[CH2:28]2)[C:44](=[O:46])[CH3:45])=[CH:38][CH:39]=1, predict the reactants needed to synthesize it. The reactants are: C(OC([N:8]1[CH2:13][CH2:12][N:11]([CH2:14][CH2:15][CH2:16][O:17][C:18]2[CH:23]=[CH:22][C:21]([C:24]([N:26]3[C:35]4[C:30](=[CH:31][CH:32]=[CH:33][CH:34]=4)[C@H:29]([N:36]([C:44](=[O:46])[CH3:45])[C:37]4[CH:42]=[CH:41][C:40]([Cl:43])=[CH:39][CH:38]=4)[CH2:28][C@@H:27]3[CH3:47])=[O:25])=[CH:20][CH:19]=2)[CH2:10][CH2:9]1)=O)(C)(C)C. (3) Given the product [F:27][C:2]1([F:1])[CH2:4][CH:3]1[CH2:5][N:6]1[C:14]2[C:9](=[N:10][C:11]([C:15]3[CH:16]=[C:17]([CH:18]=[CH:19][C:20]=3[CH3:21])[CH2:22][N:46]3[CH2:47][CH2:48][N:43]([C:40](=[O:42])[CH3:41])[CH2:44][CH2:45]3)=[CH:12][CH:13]=2)[N:8]([CH3:24])[S:7]1(=[O:25])=[O:26], predict the reactants needed to synthesize it. The reactants are: [F:1][C:2]1([F:27])[CH2:4][CH:3]1[CH2:5][N:6]1[C:14]2[C:9](=[N:10][C:11]([C:15]3[CH:16]=[C:17]([CH2:22]O)[CH:18]=[CH:19][C:20]=3[CH3:21])=[CH:12][CH:13]=2)[N:8]([CH3:24])[S:7]1(=[O:26])=[O:25].C(N(CC)CC)C.S(Cl)(C)(=O)=O.[C:40]([N:43]1[CH2:48][CH2:47][NH:46][CH2:45][CH2:44]1)(=[O:42])[CH3:41].CCN(C(C)C)C(C)C. (4) Given the product [C:12]([C:11]1[CH:14]=[C:7]([C:5]2[S:6][C:2]([N:20]3[CH:21]=[C:22]4[CH2:23][N:24]([C:28]([O:30][C:31]([CH3:33])([CH3:32])[CH3:34])=[O:29])[CH2:25][CH2:26][C:27]4=[N:19]3)=[N:3][N:4]=2)[CH:8]=[CH:9][C:10]=1[O:15][CH:16]([CH3:18])[CH3:17])#[N:13], predict the reactants needed to synthesize it. The reactants are: Br[C:2]1[S:6][C:5]([C:7]2[CH:8]=[CH:9][C:10]([O:15][CH:16]([CH3:18])[CH3:17])=[C:11]([CH:14]=2)[C:12]#[N:13])=[N:4][N:3]=1.[N:19]1[NH:20][CH:21]=[C:22]2[C:27]=1[CH2:26][CH2:25][N:24]([C:28]([O:30][C:31]([CH3:34])([CH3:33])[CH3:32])=[O:29])[CH2:23]2.C([O-])([O-])=O.[Cs+].[Cs+]. (5) Given the product [NH2:17][C:16]1[N:15]=[CH:14][N:13]=[C:12]2[N:8]([C:4]3[CH:3]=[C:2]([NH:1][C:23]([C:19]4[S:18][CH:22]=[CH:21][CH:20]=4)=[O:24])[CH:7]=[CH:6][CH:5]=3)[N:9]=[CH:10][C:11]=12, predict the reactants needed to synthesize it. The reactants are: [NH2:1][C:2]1[CH:3]=[C:4]([N:8]2[C:12]3=[N:13][CH:14]=[N:15][C:16]([NH2:17])=[C:11]3[CH:10]=[N:9]2)[CH:5]=[CH:6][CH:7]=1.[S:18]1[CH:22]=[CH:21][CH:20]=[C:19]1[C:23](O)=[O:24].Cl.CN(C)CCCN=C=NCC.ON1C2C=CC=CC=2N=N1. (6) Given the product [C:1]([O:5][C:6](=[O:25])[NH:7][CH:8]([C:18]1[CH:19]=[CH:20][C:21]([Cl:24])=[CH:22][CH:23]=1)[C:9]([C:11]1[CH:16]=[CH:15][C:14]([O:17][CH:26]2[CH2:30][CH2:29][CH2:28][CH2:27]2)=[CH:13][CH:12]=1)=[O:10])([CH3:4])([CH3:2])[CH3:3], predict the reactants needed to synthesize it. The reactants are: [C:1]([O:5][C:6](=[O:25])[NH:7][CH:8]([C:18]1[CH:23]=[CH:22][C:21]([Cl:24])=[CH:20][CH:19]=1)[C:9]([C:11]1[CH:16]=[CH:15][C:14]([OH:17])=[CH:13][CH:12]=1)=[O:10])([CH3:4])([CH3:3])[CH3:2].[CH:26]1(O)[CH2:30][CH2:29][CH2:28][CH2:27]1. (7) Given the product [C:19]([C:16]1[CH:17]=[CH:18][C:13]([C:12]2[CH:8]=[C:7]([C:1]3[CH:6]=[CH:5][C:4]([C:28]#[N:29])=[CH:3][CH:2]=3)[O:10][N:11]=2)=[C:14]([N+:21]([O-:23])=[O:22])[CH:15]=1)#[N:20], predict the reactants needed to synthesize it. The reactants are: [C:1]1([C:7]#[CH:8])[CH:6]=[CH:5][CH:4]=[CH:3][CH:2]=1.Cl[O:10][N:11]=[CH:12][C:13]1[CH:18]=[CH:17][C:16]([C:19]#[N:20])=[CH:15][C:14]=1[N+:21]([O-:23])=[O:22].C(Cl)Cl.C[C:28]#[N:29].